Task: Predict the product of the given reaction.. Dataset: Forward reaction prediction with 1.9M reactions from USPTO patents (1976-2016) (1) Given the reactants [CH2:1]([NH:3][C:4](=[O:18])[CH:5]([C:12]1[CH:17]=[CH:16][CH:15]=[CH:14][CH:13]=1)[CH:6]1[CH2:11][CH2:10][NH:9][CH2:8][CH2:7]1)[CH3:2].Br[C:20]1[CH:33]=[CH:32][C:23]([C:24]([NH:26][CH:27]([CH2:30][CH3:31])[CH2:28][CH3:29])=[O:25])=[CH:22][C:21]=1[F:34].CC(C1C=C(C(C)C)C(C2C=CC=CC=2P(C2CCCCC2)C2CCCCC2)=C(C(C)C)C=1)C.CC([O-])(C)C.[Na+], predict the reaction product. The product is: [CH2:1]([NH:3][C:4]([CH:5]([C:12]1[CH:13]=[CH:14][CH:15]=[CH:16][CH:17]=1)[CH:6]1[CH2:7][CH2:8][N:9]([C:20]2[CH:33]=[CH:32][C:23]([C:24]([NH:26][CH:27]([CH2:28][CH3:29])[CH2:30][CH3:31])=[O:25])=[CH:22][C:21]=2[F:34])[CH2:10][CH2:11]1)=[O:18])[CH3:2]. (2) Given the reactants [CH2:1]1[O:20][C:19]2[CH:18]=[CH:17][C:5]([CH2:6][O:7][CH2:8][C:9]3[O:13][N:12]=[C:11]([C:14]([OH:16])=O)[CH:10]=3)=[CH:4][C:3]=2[O:2]1.C(N(CC)CC)C.Cl.C(N=C=NCCCN(C)C)C.ON1C2C=CC=CC=2N=N1.[O:50]1[CH2:55][CH2:54][CH:53]([CH2:56][NH2:57])[CH2:52][CH2:51]1, predict the reaction product. The product is: [O:50]1[CH2:55][CH2:54][CH:53]([CH2:56][NH:57][C:14]([C:11]2[CH:10]=[C:9]([CH2:8][O:7][CH2:6][C:5]3[CH:17]=[CH:18][C:19]4[O:20][CH2:1][O:2][C:3]=4[CH:4]=3)[O:13][N:12]=2)=[O:16])[CH2:52][CH2:51]1. (3) Given the reactants [F:1][C:2]([F:20])([F:19])[CH2:3][CH2:4][CH2:5][O:6][C:7]1[CH:8]=[C:9]([CH:12]=[C:13]([C:15]([F:18])([F:17])[F:16])[CH:14]=1)[CH:10]=O.C1(S([CH2:30][C:31]#[N:32])(=O)=O)C=CC=CC=1.C(O[K])(C)=O.[N-:38]=[N+:39]=[N-:40].[Na+], predict the reaction product. The product is: [F:1][C:2]([F:20])([F:19])[CH2:3][CH2:4][CH2:5][O:6][C:7]1[CH:8]=[C:9]([C:10]2[N:40]=[N:39][NH:38][C:30]=2[C:31]#[N:32])[CH:12]=[C:13]([C:15]([F:18])([F:17])[F:16])[CH:14]=1. (4) Given the reactants [NH2:1][C:2]1[C:7]([C:8]#[N:9])=[C:6]([C:10]2[CH:69]=[CH:68][C:13]([O:14][CH2:15][C@@H:16]([CH2:42][O:43][C:44](=[O:67])[C@H:45]([CH3:66])[NH:46][C:47](=[O:65])[CH2:48][C@H:49]([NH:57]C(OC(C)(C)C)=O)[C:50]([O:52]C(C)(C)C)=[O:51])[O:17][C:18](=[O:41])[C@H:19]([CH3:40])[NH:20][C:21](=[O:39])[CH2:22][C@H:23]([NH:31]C(OC(C)(C)C)=O)[C:24]([O:26]C(C)(C)C)=[O:25])=[CH:12][CH:11]=2)[C:5]([C:70]#[N:71])=[C:4]([S:72][CH2:73][C:74]2[N:75]=[C:76]([C:79]3[CH:84]=[CH:83][C:82]([Cl:85])=[CH:81][CH:80]=3)[O:77][CH:78]=2)[N:3]=1.[F:86][C:87]([F:92])([F:91])[C:88]([OH:90])=[O:89], predict the reaction product. The product is: [F:86][C:87]([F:92])([F:91])[C:88]([OH:90])=[O:89].[F:86][C:87]([F:92])([F:91])[C:88]([OH:90])=[O:89].[NH2:31][C@@H:23]([CH2:22][C:21](=[O:39])[NH:20][C@@H:19]([CH3:40])[C:18](=[O:41])[O:17][C@@H:16]([CH2:15][O:14][C:13]1[CH:12]=[CH:11][C:10]([C:6]2[C:5]([C:70]#[N:71])=[C:4]([S:72][CH2:73][C:74]3[N:75]=[C:76]([C:79]4[CH:80]=[CH:81][C:82]([Cl:85])=[CH:83][CH:84]=4)[O:77][CH:78]=3)[N:3]=[C:2]([NH2:1])[C:7]=2[C:8]#[N:9])=[CH:69][CH:68]=1)[CH2:42][O:43][C:44](=[O:67])[C@H:45]([CH3:66])[NH:46][C:47](=[O:65])[CH2:48][C@H:49]([NH2:57])[C:50]([OH:52])=[O:51])[C:24]([OH:26])=[O:25]. (5) Given the reactants [C:1]([C:3]1[CH:4]=[C:5]([CH2:9][O:10][C:11]2[N:15]([C:16]3[CH:21]=[C:20]([C:22]([O:24]C)=[O:23])[CH:19]=[CH:18][N:17]=3)[N:14]=[CH:13][CH:12]=2)[CH:6]=[CH:7][CH:8]=1)#[N:2].O[Li].O, predict the reaction product. The product is: [C:1]([C:3]1[CH:4]=[C:5]([CH2:9][O:10][C:11]2[N:15]([C:16]3[CH:21]=[C:20]([C:22]([OH:24])=[O:23])[CH:19]=[CH:18][N:17]=3)[N:14]=[CH:13][CH:12]=2)[CH:6]=[CH:7][CH:8]=1)#[N:2]. (6) Given the reactants CON(C)[C:4]([C:6]1[C:7]2[C:29]([CH3:30])=[N:28][N:27]([CH:31]3[CH2:36][CH2:35][CH2:34][CH2:33][O:32]3)[C:8]=2[N:9]=[C:10]([C:12]2[CH:17]=[CH:16][C:15]([O:18][CH2:19][C:20]3[CH:25]=[CH:24][CH:23]=[CH:22][CH:21]=3)=[CH:14][C:13]=2[F:26])[CH:11]=1)=[O:5].C[Mg]Br.[Cl-].[NH4+], predict the reaction product. The product is: [CH2:19]([O:18][C:15]1[CH:16]=[CH:17][C:12]([C:10]2[N:9]=[C:8]3[N:27]([CH:31]4[CH2:36][CH2:35][CH2:34][CH2:33][O:32]4)[N:28]=[C:29]([CH3:30])[C:7]3=[C:6]([CH:4]=[O:5])[CH:11]=2)=[C:13]([F:26])[CH:14]=1)[C:20]1[CH:25]=[CH:24][CH:23]=[CH:22][CH:21]=1. (7) Given the reactants Cl.Cl.[NH2:3][CH2:4][C:5]1[CH:10]=[CH:9][N:8]=[C:7]([N:11]2[C:15](=[O:16])[C:14]([C:17]3[CH:18]=[N:19][CH:20]=[CH:21][CH:22]=3)=[CH:13][NH:12]2)[CH:6]=1.[CH3:23][S:24]([Cl:27])(=[O:26])=[O:25].C(N(CC)C(C)C)(C)C, predict the reaction product. The product is: [ClH:27].[O:16]=[C:15]1[N:11]([C:7]2[CH:6]=[C:5]([CH2:4][NH:3][S:24]([CH3:23])(=[O:26])=[O:25])[CH:10]=[CH:9][N:8]=2)[NH:12][CH:13]=[C:14]1[C:17]1[CH:18]=[N:19][CH:20]=[CH:21][CH:22]=1.